Dataset: HIV replication inhibition screening data with 41,000+ compounds from the AIDS Antiviral Screen. Task: Binary Classification. Given a drug SMILES string, predict its activity (active/inactive) in a high-throughput screening assay against a specified biological target. (1) The molecule is Cc1ccc(NC(=O)Nc2sc(=S)c3c(c2C#N)CCCC3)c(C)c1. The result is 0 (inactive). (2) The compound is COC1=C(C2=NC(C)(C)CO2)c2ccccc2C(CC=C[Si](C)(C)C)C1. The result is 0 (inactive). (3) The compound is Cc1cc(S(=O)(=O)Nc2nc3ccccc3c(=O)n2N)c(S)cc1Cl. The result is 1 (active). (4) The drug is Nc1c(Br)cc(C=C2C=Cc3ccccc32)cc1Br. The result is 0 (inactive). (5) The drug is COP(=O)(OC)C(NC(=O)C(F)(F)F)(c1ccccc1)C(F)(F)F. The result is 0 (inactive). (6) The drug is Cc1ccnc2c1C(=O)C(=O)C=C2N1CCCCC1. The result is 0 (inactive). (7) The molecule is CCc1cccc(C(C)C)c1C1C(=O)C(=O)N(c2nc3ccccc3s2)C(=O)C1=O. The result is 0 (inactive). (8) The compound is CC(=O)CC1=C(OC(C)C)C2(OCCO2)C1O. The result is 0 (inactive). (9) The drug is Cn1nc2ccc3nccc(N(CCO)CCO)c3c2n1. The result is 0 (inactive).